The task is: Regression. Given two drug SMILES strings and cell line genomic features, predict the synergy score measuring deviation from expected non-interaction effect.. This data is from NCI-60 drug combinations with 297,098 pairs across 59 cell lines. (1) Drug 1: CC1=C(C=C(C=C1)C(=O)NC2=CC(=CC(=C2)C(F)(F)F)N3C=C(N=C3)C)NC4=NC=CC(=N4)C5=CN=CC=C5. Drug 2: C1C(C(OC1N2C=NC3=C2NC=NCC3O)CO)O. Cell line: RXF 393. Synergy scores: CSS=-2.51, Synergy_ZIP=1.25, Synergy_Bliss=-1.88, Synergy_Loewe=-2.16, Synergy_HSA=-4.73. (2) Cell line: CCRF-CEM. Drug 1: CCC1(CC2CC(C3=C(CCN(C2)C1)C4=CC=CC=C4N3)(C5=C(C=C6C(=C5)C78CCN9C7C(C=CC9)(C(C(C8N6C)(C(=O)OC)O)OC(=O)C)CC)OC)C(=O)OC)O.OS(=O)(=O)O. Drug 2: C1=CC=C(C=C1)NC(=O)CCCCCCC(=O)NO. Synergy scores: CSS=14.4, Synergy_ZIP=0.280, Synergy_Bliss=-0.246, Synergy_Loewe=-2.43, Synergy_HSA=1.40. (3) Drug 1: CC=C1C(=O)NC(C(=O)OC2CC(=O)NC(C(=O)NC(CSSCCC=C2)C(=O)N1)C(C)C)C(C)C. Drug 2: CC1CCCC2(C(O2)CC(NC(=O)CC(C(C(=O)C(C1O)C)(C)C)O)C(=CC3=CSC(=N3)C)C)C. Cell line: M14. Synergy scores: CSS=59.6, Synergy_ZIP=-0.285, Synergy_Bliss=-1.28, Synergy_Loewe=-4.14, Synergy_HSA=1.26. (4) Drug 1: CC1C(C(=O)NC(C(=O)N2CCCC2C(=O)N(CC(=O)N(C(C(=O)O1)C(C)C)C)C)C(C)C)NC(=O)C3=C4C(=C(C=C3)C)OC5=C(C(=O)C(=C(C5=N4)C(=O)NC6C(OC(=O)C(N(C(=O)CN(C(=O)C7CCCN7C(=O)C(NC6=O)C(C)C)C)C)C(C)C)C)N)C. Drug 2: C1=NC2=C(N=C(N=C2N1C3C(C(C(O3)CO)O)F)Cl)N. Cell line: UACC-257. Synergy scores: CSS=-2.72, Synergy_ZIP=0.583, Synergy_Bliss=-1.73, Synergy_Loewe=-3.24, Synergy_HSA=-3.29. (5) Drug 1: CCCS(=O)(=O)NC1=C(C(=C(C=C1)F)C(=O)C2=CNC3=C2C=C(C=N3)C4=CC=C(C=C4)Cl)F. Drug 2: CCC1(C2=C(COC1=O)C(=O)N3CC4=CC5=C(C=CC(=C5CN(C)C)O)N=C4C3=C2)O.Cl. Cell line: SR. Synergy scores: CSS=67.2, Synergy_ZIP=2.92, Synergy_Bliss=4.81, Synergy_Loewe=-19.4, Synergy_HSA=6.73. (6) Drug 1: CN(C(=O)NC(C=O)C(C(C(CO)O)O)O)N=O. Drug 2: C(CCl)NC(=O)N(CCCl)N=O. Cell line: SW-620. Synergy scores: CSS=50.2, Synergy_ZIP=-2.09, Synergy_Bliss=-2.76, Synergy_Loewe=-10.1, Synergy_HSA=-0.790. (7) Drug 1: COC1=NC(=NC2=C1N=CN2C3C(C(C(O3)CO)O)O)N. Drug 2: C1=NC2=C(N=C(N=C2N1C3C(C(C(O3)CO)O)F)Cl)N. Cell line: SK-OV-3. Synergy scores: CSS=2.10, Synergy_ZIP=3.22, Synergy_Bliss=2.55, Synergy_Loewe=-24.7, Synergy_HSA=-4.32. (8) Drug 1: CC1=C(C=C(C=C1)NC2=NC=CC(=N2)N(C)C3=CC4=NN(C(=C4C=C3)C)C)S(=O)(=O)N.Cl. Drug 2: CC1C(C(=O)NC(C(=O)N2CCCC2C(=O)N(CC(=O)N(C(C(=O)O1)C(C)C)C)C)C(C)C)NC(=O)C3=C4C(=C(C=C3)C)OC5=C(C(=O)C(=C(C5=N4)C(=O)NC6C(OC(=O)C(N(C(=O)CN(C(=O)C7CCCN7C(=O)C(NC6=O)C(C)C)C)C)C(C)C)C)N)C. Cell line: UACC62. Synergy scores: CSS=29.9, Synergy_ZIP=12.8, Synergy_Bliss=18.4, Synergy_Loewe=18.9, Synergy_HSA=18.5.